This data is from Forward reaction prediction with 1.9M reactions from USPTO patents (1976-2016). The task is: Predict the product of the given reaction. (1) Given the reactants [N+](C1C=CC(S(Cl)(=O)=O)=CC=1)([O-])=O.[N+:14]([C:17]1[CH:22]=[CH:21][C:20]([S:23]([O:26][CH:27]2[CH2:32]C[CH2:30][N:29]([C:33]([O:35][C:36]([CH3:39])([CH3:38])[CH3:37])=[O:34])[CH2:28]2)(=[O:25])=[O:24])=[CH:19][CH:18]=1)([O-:16])=[O:15], predict the reaction product. The product is: [N+:14]([C:17]1[CH:22]=[CH:21][C:20]([S:23]([O:26][C@H:27]2[CH2:32][CH2:30][N:29]([C:33]([O:35][C:36]([CH3:38])([CH3:39])[CH3:37])=[O:34])[CH2:28]2)(=[O:24])=[O:25])=[CH:19][CH:18]=1)([O-:16])=[O:15]. (2) Given the reactants [CH:1]1([C@H:4]([C:12]2[CH:13]=[N:14][C:15]([C:18]([F:21])([F:20])[F:19])=[CH:16][CH:17]=2)[NH:5][S@@](C(C)(C)C)=O)[CH2:3][CH2:2]1.C(O)C.Cl.O1CCOCC1, predict the reaction product. The product is: [CH:1]1([C@H:4]([C:12]2[CH:13]=[N:14][C:15]([C:18]([F:21])([F:19])[F:20])=[CH:16][CH:17]=2)[NH2:5])[CH2:3][CH2:2]1. (3) Given the reactants [C:1]1([CH3:8])[CH:6]=[CH:5][CH:4]=[C:3]([NH2:7])[CH:2]=1.[CH2:9]([O:11][C:12](=[O:20])[C:13]#[C:14][C:15](OCC)=[O:16])[CH3:10], predict the reaction product. The product is: [CH2:9]([O:11][C:12]([C:13]1[CH:14]=[C:15]([OH:16])[C:4]2[C:3](=[CH:2][C:1]([CH3:8])=[CH:6][CH:5]=2)[N:7]=1)=[O:20])[CH3:10]. (4) Given the reactants [CH3:1][O:2][CH2:3][CH2:4][NH:5][C:6]([C:8]1[N:17]=[C:16]([NH:18][C@H:19]2[CH2:24][CH2:23][CH2:22][CH2:21][C@H:20]2[NH:25]C(=O)OC(C)(C)C)[C:15]2[C:10](=[CH:11][CH:12]=[C:13]([CH3:33])[CH:14]=2)[N:9]=1)=[O:7].C(OCC)(=O)C.Cl.C(OCC)C, predict the reaction product. The product is: [NH2:25][C@@H:20]1[CH2:21][CH2:22][CH2:23][CH2:24][C@@H:19]1[NH:18][C:16]1[C:15]2[C:10](=[CH:11][CH:12]=[C:13]([CH3:33])[CH:14]=2)[N:9]=[C:8]([C:6]([NH:5][CH2:4][CH2:3][O:2][CH3:1])=[O:7])[N:17]=1. (5) Given the reactants FC(F)(F)S(O[C:7]1[CH:12]=[CH:11][C:10]([N:13]2[C:18]3=[N:19][C:20]4[C:25]([Cl:26])=[CH:24][CH:23]=[C:22]([CH:27]([O:32][CH:33]([F:35])[F:34])[C:28]([F:31])([F:30])[F:29])[C:21]=4[N:17]3[CH2:16][CH2:15][CH2:14]2)=[C:9]([CH3:36])[N:8]=1)(=O)=O.[CH3:39][NH:40][CH3:41], predict the reaction product. The product is: [Cl:26][C:25]1[C:20]2[N:19]=[C:18]3[N:13]([C:10]4[CH:11]=[CH:12][C:7]([N:40]([CH3:41])[CH3:39])=[N:8][C:9]=4[CH3:36])[CH2:14][CH2:15][CH2:16][N:17]3[C:21]=2[C:22]([CH:27]([O:32][CH:33]([F:34])[F:35])[C:28]([F:29])([F:30])[F:31])=[CH:23][CH:24]=1. (6) Given the reactants [CH3:1][O:2][C:3]1[CH:8]=[CH:7][C:6]([CH:9]([C:34]2[CH:39]=[CH:38][C:37]([O:40][CH3:41])=[CH:36][CH:35]=2)[O:10][CH:11]([C:28]2[CH:33]=[CH:32][CH:31]=[CH:30][CH:29]=2)[CH:12]2[CH2:16][CH:15]([OH:17])[CH2:14][N:13]2[C:18](=[O:27])[CH2:19][CH2:20][CH2:21][CH2:22][CH2:23][N:24]([CH3:26])[CH3:25])=[CH:5][CH:4]=1.[C:42]1(=[O:48])[O:47][C:45](=[O:46])[CH2:44][CH2:43]1.C(N(CC)CC)C, predict the reaction product. The product is: [CH3:1][O:2][C:3]1[CH:8]=[CH:7][C:6]([CH:9]([C:34]2[CH:39]=[CH:38][C:37]([O:40][CH3:41])=[CH:36][CH:35]=2)[O:10][CH:11]([C:28]2[CH:29]=[CH:30][CH:31]=[CH:32][CH:33]=2)[CH:12]2[N:13]([C:18](=[O:27])[CH2:19][CH2:20][CH2:21][CH2:22][CH2:23][N:24]([CH3:25])[CH3:26])[CH2:14][CH:15]([O:17][C:42](=[O:48])[CH2:43][CH2:44][C:45]([OH:47])=[O:46])[CH2:16]2)=[CH:5][CH:4]=1. (7) Given the reactants CN(C=O)C.[F:6][C:7]1[C:12]2[CH2:13][CH2:14][CH:15](I)[C:16](=[O:18])[NH:17][C:11]=2[CH:10]=[CH:9][CH:8]=1.[N-:20]=[N+:21]=[N-:22].[Na+], predict the reaction product. The product is: [N:20]([CH:15]1[CH2:14][CH2:13][C:12]2[C:7]([F:6])=[CH:8][CH:9]=[CH:10][C:11]=2[NH:17][C:16]1=[O:18])=[N+:21]=[N-:22].